This data is from Reaction yield outcomes from USPTO patents with 853,638 reactions. The task is: Predict the reaction yield, written as a fraction of the theoretical maximum amount of product (1.0 means a 100% yield; for example, 0.34 means a 34% yield). (1) The reactants are C(NC(C)C)(C)C.[Li]CCCC.[C:13]([O:18][CH2:19][CH3:20])(=[O:17])[CH:14]([CH3:16])[CH3:15].Br[CH2:22][C:23]1[CH:28]=[CH:27][CH:26]=[CH:25][C:24]=1[C:29]([F:32])([F:31])[F:30]. The catalyst is C1COCC1. The product is [CH3:15][C:14]([CH3:16])([CH2:22][C:23]1[CH:28]=[CH:27][CH:26]=[CH:25][C:24]=1[C:29]([F:32])([F:31])[F:30])[C:13]([O:18][CH2:19][CH3:20])=[O:17]. The yield is 0.800. (2) The reactants are [Br:1][C:2]1[C:7]([O:8][CH3:9])=[CH:6][C:5]([C:10]2[O:11][CH:12]=[CH:13][CH:14]=2)=[CH:4][C:3]=1[O:15][CH3:16].[N:17]1([C:22]2[CH:27]=[CH:26][C:25]([CH:28]([O:35][CH3:36])[C:29](N(OC)C)=[O:30])=[CH:24][CH:23]=2)[CH:21]=[CH:20][N:19]=[N:18]1. No catalyst specified. The product is [N:17]1([C:22]2[CH:23]=[CH:24][C:25]([CH:28]([O:35][CH3:36])[C:29]([C:12]3[O:11][C:10]([C:5]4[CH:6]=[C:7]([O:8][CH3:9])[C:2]([Br:1])=[C:3]([O:15][CH3:16])[CH:4]=4)=[CH:14][CH:13]=3)=[O:30])=[CH:26][CH:27]=2)[CH:21]=[CH:20][N:19]=[N:18]1. The yield is 0.0700. (3) The yield is 0.790. The reactants are [H-].C([Al+]CC(C)C)C(C)C.[CH3:11][O:12][C:13]1[CH:18]=[CH:17][C:16]([CH2:19][CH2:20][C:21](OCC)=[O:22])=[CH:15][CH:14]=1.[Cl-].[NH4+]. The catalyst is C1(C)C=CC=CC=1. The product is [CH3:11][O:12][C:13]1[CH:18]=[CH:17][C:16]([CH2:19][CH2:20][CH:21]=[O:22])=[CH:15][CH:14]=1. (4) The yield is 0.980. The product is [Br:13][C:3]1[C:2]([NH:1][C:22](=[O:23])[C:21]([F:32])([F:31])[F:20])=[CH:11][C:10]([F:12])=[CH:9][C:4]=1[C:5]([O:7][CH3:8])=[O:6]. The catalyst is C(Cl)Cl. The reactants are [NH2:1][C:2]1[C:3]([Br:13])=[C:4]([CH:9]=[C:10]([F:12])[CH:11]=1)[C:5]([O:7][CH3:8])=[O:6].C([O-])([O-])=O.[K+].[K+].[F:20][C:21]([F:32])([F:31])[C:22](O[C:22](=[O:23])[C:21]([F:32])([F:31])[F:20])=[O:23]. (5) The reactants are [C:1]([O:5][C:6]([NH:8][C@@H:9]([C:11]1[CH:20]=[CH:19][C:18]2[C:13](=[CH:14][C:15](/[CH:21]=[CH:22]/[C:23]3([C:29]([OH:31])=[O:30])[CH2:28][O:27][CH2:26][CH2:25][O:24]3)=[CH:16][CH:17]=2)[N:12]=1)[CH3:10])=[O:7])([CH3:4])([CH3:3])[CH3:2].[Cl:32][C:33]([Cl:57])([Cl:56])[CH2:34][O:35][C:36]([C@@H:38]1[CH2:43][CH2:42][CH2:41][N:40]([C:44](=[O:55])[C@@H:45]([NH:47][C:48](=[O:54])[C@@H:49](O)[CH:50]([CH3:52])[CH3:51])[CH3:46])[NH:39]1)=[O:37].C(N(CC)C(C)C)(C)C.CC1C=CC=C([N+]([O-])=O)C=1C(OC(=O)C1C([N+]([O-])=O)=CC=CC=1C)=O. The catalyst is CN(C)C1C=CN=CC=1.ClCCl. The product is [Cl:56][C:33]([Cl:32])([Cl:57])[CH2:34][O:35][C:36]([C@@H:38]1[CH2:43][CH2:42][CH2:41][N:40]([C:44](=[O:55])[C@@H:45]([NH:47][C:48](=[O:54])[C@@H:49]([O:30][C:29]([C:23]2(/[CH:22]=[CH:21]/[C:15]3[CH:14]=[C:13]4[C:18]([CH:19]=[CH:20][C:11]([C@H:9]([NH:8][C:6]([O:5][C:1]([CH3:2])([CH3:3])[CH3:4])=[O:7])[CH3:10])=[N:12]4)=[CH:17][CH:16]=3)[CH2:28][O:27][CH2:26][CH2:25][O:24]2)=[O:31])[CH:50]([CH3:51])[CH3:52])[CH3:46])[NH:39]1)=[O:37]. The yield is 0.550.